From a dataset of Full USPTO retrosynthesis dataset with 1.9M reactions from patents (1976-2016). Predict the reactants needed to synthesize the given product. Given the product [CH2:39]([O:38][C:36](=[O:37])[CH2:35][C:27]1([C:28]2[CH:33]=[CH:32][CH:31]=[CH:30][CH:29]=2)[C:9]2[NH:10][C:11]3[C:7]([C:8]=2[CH2:12][CH2:13][O:14]1)=[CH:6][CH:5]=[CH:4][C:3]=3[CH2:1][CH3:2])[CH3:40], predict the reactants needed to synthesize it. The reactants are: [CH2:1]([C:3]1[CH:4]=[CH:5][CH:6]=[C:7]2[C:11]=1[NH:10][CH:9]=[C:8]2[CH2:12][CH2:13][OH:14])[CH3:2].N1C2C(=CC=CC=2)C(CCO)=C1.[C:27]([CH2:35][C:36]([O:38][CH2:39][CH3:40])=[O:37])(=O)[C:28]1[CH:33]=[CH:32][CH:31]=[CH:30][CH:29]=1.